Dataset: Reaction yield outcomes from USPTO patents with 853,638 reactions. Task: Predict the reaction yield, written as a fraction of the theoretical maximum amount of product (1.0 means a 100% yield; for example, 0.34 means a 34% yield). (1) The reactants are [Cl:1][C:2]1[CH:19]=[C:18]([CH:20]=[CH2:21])[CH:17]=[CH:16][C:3]=1[CH2:4][N:5]1[C:13](=[O:14])[C:12]2[C:7](=[CH:8][CH:9]=[CH:10][CH:11]=2)[C:6]1=[O:15].Br[CH:23]([C:28]1[CH:33]=[C:32]([Cl:34])[CH:31]=[C:30]([Cl:35])[CH:29]=1)[C:24]([F:27])([F:26])[F:25].N1C=CC=CC=1C1C=CC=CN=1. The catalyst is ClC1C=CC=CC=1Cl.Cl[Cu]. The product is [Cl:1][C:2]1[CH:19]=[C:18](/[CH:20]=[CH:21]/[CH:23]([C:28]2[CH:29]=[C:30]([Cl:35])[CH:31]=[C:32]([Cl:34])[CH:33]=2)[C:24]([F:27])([F:26])[F:25])[CH:17]=[CH:16][C:3]=1[CH2:4][N:5]1[C:13](=[O:14])[C:12]2[C:7](=[CH:8][CH:9]=[CH:10][CH:11]=2)[C:6]1=[O:15]. The yield is 0.500. (2) The reactants are [OH:1][C:2]1[CH:3]=[C:4]([CH:7]=[CH:8][CH:9]=1)[CH:5]=[O:6].S(C1C=CC(C)=CC=1)(OO[CH2:15][CH2:16][C:17]([F:20])([F:19])[F:18])(=O)=O.C(=O)([O-])[O-].[K+].[K+]. The catalyst is C(O)C. The product is [F:18][C:17]([F:20])([F:19])[CH2:16][CH2:15][O:1][C:2]1[CH:3]=[C:4]([CH:7]=[CH:8][CH:9]=1)[CH:5]=[O:6]. The yield is 0.476. (3) The reactants are [Br:1]Br.[CH2:3]([O:5][C:6]([C:8]1[CH:13]=[N:12][N:11]2[CH:14]=[N:15][N:16]=[C:10]2[CH:9]=1)=[O:7])[CH3:4].C([O-])([O-])=O.[K+].[K+]. The catalyst is N1C=CC=CC=1.C(Cl)(Cl)Cl.[Cl-].[Na+].O. The product is [Br:1][C:14]1[N:11]2[N:12]=[CH:13][C:8]([C:6]([O:5][CH2:3][CH3:4])=[O:7])=[CH:9][C:10]2=[N:16][N:15]=1. The yield is 0.690. (4) The reactants are [Cl:1][C:2]1[CH:7]=[CH:6][CH:5]=[C:4]([N+:8]([O-])=O)[C:3]=1[NH:11][CH3:12].C(O)(=O)C. The catalyst is CCO.O.[Fe]. The product is [Cl:1][C:2]1[CH:7]=[CH:6][CH:5]=[C:4]([NH2:8])[C:3]=1[NH:11][CH3:12]. The yield is 0.730. (5) The reactants are C(OC([NH:8][CH2:9][CH:10]1[CH2:15][CH2:14][CH2:13][N:12]([C:16]([NH2:18])=[O:17])[CH2:11]1)=O)(C)(C)C.S(=O)(=O)(O)O. The catalyst is CO.O1CCOCC1. The product is [NH2:8][CH2:9][CH:10]1[CH2:15][CH2:14][CH2:13][N:12]([C:16]([NH2:18])=[O:17])[CH2:11]1. The yield is 0.870. (6) The reactants are [Br:1][C:2]1[C:3](N)=[N:4][CH:5]=[C:6]([Br:8])[N:7]=1.Cl.[CH3:11][OH:12]. No catalyst specified. The product is [Br:1][C:2]1[C:3]([O:12][CH3:11])=[N:4][CH:5]=[C:6]([Br:8])[N:7]=1. The yield is 0.470. (7) The reactants are [C:1]([C:6]1[CH:11]=[CH:10][C:9]([S:12](Cl)(=[O:14])=[O:13])=[CH:8][CH:7]=1)([CH2:4][CH3:5])([CH3:3])[CH3:2].[CH3:16][C:17]1[CH:21]=[C:20]([NH2:22])[N:19]([C:23]2[CH:32]=[CH:31][CH:30]=[C:29]3[C:24]=2[CH:25]=[CH:26][CH:27]=[N:28]3)[N:18]=1.ClCCl. The catalyst is N1C=CC=CC=1. The product is [CH3:16][C:17]1[CH:21]=[C:20]([NH:22][S:12]([C:9]2[CH:10]=[CH:11][C:6]([C:1]([CH2:4][CH3:5])([CH3:3])[CH3:2])=[CH:7][CH:8]=2)(=[O:14])=[O:13])[N:19]([C:23]2[CH:32]=[CH:31][CH:30]=[C:29]3[C:24]=2[CH:25]=[CH:26][CH:27]=[N:28]3)[N:18]=1. The yield is 0.550.